From a dataset of Forward reaction prediction with 1.9M reactions from USPTO patents (1976-2016). Predict the product of the given reaction. Given the reactants Cl.Cl.[NH2:3][C:4]1[N:9]=[CH:8][C:7]([CH2:10][CH:11]([C:15]2[N:16]=[CH:17][N:18]([CH:20]3[CH2:25][CH2:24][CH2:23][CH2:22][CH2:21]3)[CH:19]=2)[C:12]([OH:14])=[O:13])=[CH:6][CH:5]=1.[CH3:26]O, predict the reaction product. The product is: [NH2:3][C:4]1[N:9]=[CH:8][C:7]([CH2:10][CH:11]([C:15]2[N:16]=[CH:17][N:18]([CH:20]3[CH2:25][CH2:24][CH2:23][CH2:22][CH2:21]3)[CH:19]=2)[C:12]([O:14][CH3:26])=[O:13])=[CH:6][CH:5]=1.